This data is from Forward reaction prediction with 1.9M reactions from USPTO patents (1976-2016). The task is: Predict the product of the given reaction. (1) Given the reactants [Cl:1][C:2]1[C:3]([N:8]([C@@H:28]2[CH2:33][CH2:32][CH2:31][N:30](C(OC(C)(C)C)=O)[CH2:29]2)[C:9](=[O:27])[C:10]2[CH:15]=[CH:14][C:13]([C:16]3[CH:17]=[N:18][N:19]([CH3:26])[C:20]=3[C:21]([O:23][CH2:24][CH3:25])=[O:22])=[CH:12][CH:11]=2)=[N:4][CH:5]=[CH:6][CH:7]=1.Cl, predict the reaction product. The product is: [Cl:1][C:2]1[C:3]([N:8]([C@@H:28]2[CH2:33][CH2:32][CH2:31][NH:30][CH2:29]2)[C:9]([C:10]2[CH:15]=[CH:14][C:13]([C:16]3[CH:17]=[N:18][N:19]([CH3:26])[C:20]=3[C:21]([O:23][CH2:24][CH3:25])=[O:22])=[CH:12][CH:11]=2)=[O:27])=[N:4][CH:5]=[CH:6][CH:7]=1. (2) Given the reactants [O:1]=[C:2]1[C:10]2[C:5](=[C:6]([N:11]3[CH2:16][CH2:15][CH2:14][C@H:13]([C:17](O)=[O:18])[CH2:12]3)[CH:7]=[CH:8][CH:9]=2)[C:4](=[O:20])[N:3]1[CH2:21][C:22]1[CH:27]=[CH:26][N:25]=[CH:24][CH:23]=1.[CH3:28][O:29][C:30]1[CH:37]=[CH:36][CH:35]=[CH:34][C:31]=1[CH2:32][NH2:33].F[P-](F)(F)(F)(F)F.N1(O[P+](N(C)C)(N(C)C)N(C)C)C2C=CC=CC=2N=N1, predict the reaction product. The product is: [CH3:28][O:29][C:30]1[CH:37]=[CH:36][CH:35]=[CH:34][C:31]=1[CH2:32][NH:33][C:17]([C@H:13]1[CH2:14][CH2:15][CH2:16][N:11]([C:6]2[CH:7]=[CH:8][CH:9]=[C:10]3[C:5]=2[C:4](=[O:20])[N:3]([CH2:21][C:22]2[CH:23]=[CH:24][N:25]=[CH:26][CH:27]=2)[C:2]3=[O:1])[CH2:12]1)=[O:18]. (3) The product is: [Br:1][C:2]1[CH:3]=[C:4]([S:12][C:13]2[CH:14]=[CH:15][CH:16]=[CH:17][CH:18]=2)[C:5]([NH:8][C:9]2[S:10][CH:27]=[C:28]([CH3:29])[N:11]=2)=[N:6][CH:7]=1. Given the reactants [Br:1][C:2]1[CH:3]=[C:4]([S:12][C:13]2[CH:18]=[CH:17][CH:16]=[CH:15][CH:14]=2)[C:5]([NH:8][C:9]([NH2:11])=[S:10])=[N:6][CH:7]=1.C(N(CC)CC)C.Cl[CH2:27][C:28](=O)[CH3:29].CCO, predict the reaction product. (4) Given the reactants [CH:1]1[C:6]2=[C:7]3[C:15](=[CH:16][CH:17]=[C:5]2[CH:4]=[CH:3][CH:2]=1)[C:14]1[C:9](=[CH:10][CH:11]=[CH:12][CH:13]=1)[NH:8]3.[H-].[Na+].Br[CH2:21][CH:22]([CH2:27][CH3:28])[CH2:23][CH2:24][CH2:25][CH3:26], predict the reaction product. The product is: [CH2:27]([CH:22]([CH2:23][CH2:24][CH2:25][CH3:26])[CH2:21][N:8]1[C:7]2[C:15](=[CH:16][CH:17]=[C:5]3[CH:4]=[CH:3][CH:2]=[CH:1][C:6]3=2)[C:14]2[C:9]1=[CH:10][CH:11]=[CH:12][CH:13]=2)[CH3:28]. (5) Given the reactants [CH3:1][C:2]1[O:3][C:4]([C:8]2[C:9](=[O:15])[NH:10][C:11](=[O:14])[NH:12][CH:13]=2)=[C:5]([CH3:7])[N:6]=1.C([O-])([O-])=O.[K+].[K+].Br[CH2:23][CH2:24][CH2:25][CH2:26][Cl:27].O, predict the reaction product. The product is: [Cl:27][CH2:26][CH2:25][CH2:24][CH2:23][N:12]1[CH:13]=[C:8]([C:4]2[O:3][C:2]([CH3:1])=[N:6][C:5]=2[CH3:7])[C:9](=[O:15])[NH:10][C:11]1=[O:14]. (6) Given the reactants [CH3:1][C:2]([CH3:21])([CH3:20])[C:3]([C:5]1[C:13]2[C:8](=[CH:9][C:10]([O:14][CH3:15])=[CH:11][CH:12]=2)[N:7]([CH2:16][C:17]([OH:19])=O)[N:6]=1)=[O:4].C1C=CC2N(O)N=NC=2C=1.[CH2:32]1[C@H:41]2[C@@H:36]([CH2:37][CH2:38][CH2:39][CH2:40]2)[CH2:35][CH2:34][NH:33]1.CCN(C(C)C)C(C)C, predict the reaction product. The product is: [CH3:15][O:14][C:10]1[CH:9]=[C:8]2[C:13]([C:5]([C:3](=[O:4])[C:2]([CH3:21])([CH3:1])[CH3:20])=[N:6][N:7]2[CH2:16][C:17]([N:33]2[CH2:34][CH2:35][C@H:36]3[C@@H:41]([CH2:40][CH2:39][CH2:38][CH2:37]3)[CH2:32]2)=[O:19])=[CH:12][CH:11]=1. (7) Given the reactants Cl[C:2]1[C:3]2[CH2:16][CH2:15][N:14]([C:17]3[CH:18]=[N:19][CH:20]=[CH:21][CH:22]=3)[C:4]=2[N:5]=[C:6]([N:8]2[CH2:13][CH2:12][O:11][CH2:10][CH2:9]2)[N:7]=1.[OH:23][CH2:24][C:25]1[CH:30]=[CH:29][C:28](B(O)O)=[CH:27][CH:26]=1.B(O)O, predict the reaction product. The product is: [N:8]1([C:6]2[N:7]=[C:2]([C:28]3[CH:29]=[CH:30][C:25]([CH2:24][OH:23])=[CH:26][CH:27]=3)[C:3]3[CH2:16][CH2:15][N:14]([C:17]4[CH:18]=[N:19][CH:20]=[CH:21][CH:22]=4)[C:4]=3[N:5]=2)[CH2:13][CH2:12][O:11][CH2:10][CH2:9]1. (8) Given the reactants [CH2:1]([C:3]1[C:11]2[C:6](=[N:7][CH:8]=[C:9]([NH:12]C(=O)OC(C)(C)C)[N:10]=2)[N:5]([CH2:20][O:21][CH2:22][CH2:23][Si:24]([CH3:27])([CH3:26])[CH3:25])[C:4]=1[C:28]1[CH:33]=[CH:32][C:31]([C:34]2([CH3:39])OCC[O:35]2)=[CH:30][CH:29]=1)[CH3:2].C(O)(C(F)(F)F)=O.Cl.C([O-])(O)=O.[Na+], predict the reaction product. The product is: [NH2:12][C:9]1[N:10]=[C:11]2[C:3]([CH2:1][CH3:2])=[C:4]([C:28]3[CH:29]=[CH:30][C:31]([C:34](=[O:35])[CH3:39])=[CH:32][CH:33]=3)[N:5]([CH2:20][O:21][CH2:22][CH2:23][Si:24]([CH3:27])([CH3:25])[CH3:26])[C:6]2=[N:7][CH:8]=1.